This data is from Reaction yield outcomes from USPTO patents with 853,638 reactions. The task is: Predict the reaction yield, written as a fraction of the theoretical maximum amount of product (1.0 means a 100% yield; for example, 0.34 means a 34% yield). (1) The reactants are [Cl:1][C:2]1[CH:7]=[CH:6][N:5]=[C:4]2[CH:8]=[CH:9][S:10][C:3]=12.[Li]CCCC.[Br:16]Br. The catalyst is C1COCC1. The product is [Br:16][C:9]1[S:10][C:3]2[C:4](=[N:5][CH:6]=[CH:7][C:2]=2[Cl:1])[CH:8]=1. The yield is 0.710. (2) The reactants are C(N(CC)C(C)C)(C)C.[CH3:10][C:11]1[CH:20]=[CH:19][C:18]2[C:13](=[CH:14][CH:15]=[CH:16][C:17]=2[N:21]2[CH2:26][CH2:25][NH:24][CH2:23][CH2:22]2)[N:12]=1.CS(O[CH2:32][CH2:33][C:34]1[CH:39]=[CH:38][CH:37]=[C:36]([N+:40]([O-:42])=[O:41])[CH:35]=1)(=O)=O. The catalyst is CN(C)C=O. The product is [CH3:10][C:11]1[CH:20]=[CH:19][C:18]2[C:13](=[CH:14][CH:15]=[CH:16][C:17]=2[N:21]2[CH2:26][CH2:25][N:24]([CH2:32][CH2:33][C:34]3[CH:39]=[CH:38][CH:37]=[C:36]([N+:40]([O-:42])=[O:41])[CH:35]=3)[CH2:23][CH2:22]2)[N:12]=1. The yield is 0.640. (3) The reactants are [C:1]([C:3](=[CH:8][CH:9]([CH3:11])[CH3:10])[CH2:4][C:5]([OH:7])=[O:6])#[N:2].[H][H]. The catalyst is CO. The product is [C:1]([CH:3]([CH2:8][CH:9]([CH3:11])[CH3:10])[CH2:4][C:5]([OH:7])=[O:6])#[N:2]. The yield is 0.510. (4) The reactants are N[C:2]1[CH:3]=[C:4]([C:8]2[C:9]([C:14]#[N:15])=[CH:10][CH:11]=[CH:12][CH:13]=2)[CH:5]=[CH:6][CH:7]=1.S(=O)(=O)(O)[OH:17].N([O-])=O.[Na+]. The catalyst is O1CCOCC1.O. The product is [OH:17][C:2]1[CH:3]=[C:4]([C:8]2[C:9]([C:14]#[N:15])=[CH:10][CH:11]=[CH:12][CH:13]=2)[CH:5]=[CH:6][CH:7]=1. The yield is 0.650. (5) The reactants are [N:1]1([C:7]2[CH:12]=[CH:11][C:10]([N+:13]([O-])=O)=[CH:9][C:8]=2[C:16]([N:18]2[CH2:23][CH2:22][N:21]([C:24]3[CH:29]=[CH:28][C:27]([C:30]([F:33])([F:32])[F:31])=[CH:26][CH:25]=3)[CH2:20][CH2:19]2)=[O:17])[CH2:6][CH2:5][O:4][CH2:3][CH2:2]1.[H][H]. The catalyst is CO.[Pd]. The product is [NH2:13][C:10]1[CH:11]=[CH:12][C:7]([N:1]2[CH2:2][CH2:3][O:4][CH2:5][CH2:6]2)=[C:8]([C:16]([N:18]2[CH2:19][CH2:20][N:21]([C:24]3[CH:25]=[CH:26][C:27]([C:30]([F:32])([F:33])[F:31])=[CH:28][CH:29]=3)[CH2:22][CH2:23]2)=[O:17])[CH:9]=1. The yield is 0.790. (6) The reactants are [F:1][C:2]1[CH:7]=[CH:6][C:5]([N:8]2[C:16]3[C:11](=[CH:12][C:13]([C:17]([OH:19])=[O:18])=[CH:14][CH:15]=3)[CH:10]=[N:9]2)=[CH:4][CH:3]=1.Cl[CH2:21]Cl.C[Si](C=[N+]=[N-])(C)C. The catalyst is CO.C1COCC1. The product is [F:1][C:2]1[CH:3]=[CH:4][C:5]([N:8]2[C:16]3[C:11](=[CH:12][C:13]([C:17]([O:19][CH3:21])=[O:18])=[CH:14][CH:15]=3)[CH:10]=[N:9]2)=[CH:6][CH:7]=1. The yield is 0.730.